Dataset: Forward reaction prediction with 1.9M reactions from USPTO patents (1976-2016). Task: Predict the product of the given reaction. (1) Given the reactants [OH-].[Na+].[CH2:3]([OH:23])[CH2:4][CH2:5][CH2:6]/[CH:7]=[CH:8]\[CH2:9]/[CH:10]=[CH:11]\[CH2:12]/[CH:13]=[CH:14]\[CH2:15]/[CH:16]=[CH:17]\[CH2:18]/[CH:19]=[CH:20]\[CH2:21][CH3:22].[C:24]([O:28][C:29](=[O:34])[CH:30](Br)[CH2:31]C)([CH3:27])([CH3:26])[CH3:25].[CH3:35][CH2:36]CCCCC, predict the reaction product. The product is: [CH2:3]([O:23][CH:30]([CH3:31])[C:29]([O:28][C:24]([CH3:25])([CH3:26])[CH3:27])=[O:34])[CH2:4][CH2:5]/[CH:6]=[CH:7]\[CH2:8]/[CH:9]=[CH:10]\[CH2:11]/[CH:12]=[CH:13]\[CH2:14]/[CH:15]=[CH:16]\[CH2:17]/[CH:18]=[CH:19]\[CH2:20]/[CH:21]=[CH:22]\[CH2:35][CH3:36]. (2) Given the reactants [NH:1]([C:3]1[CH:12]=[CH:11][CH:10]=[C:9]2[C:4]=1[CH:5]=[CH:6][CH:7]=[N:8]2)[NH2:2].[CH2:13]1[CH:25]2[CH:17]([CH:18]3[CH:23]([CH:24]2[C:26](O)=[O:27])[CH2:22][CH2:21][CH2:20][CH2:19]3)[CH2:16][CH2:15][CH2:14]1, predict the reaction product. The product is: [N:8]1[C:9]2[C:4](=[C:3]([NH:1][NH:2][C:26]([CH:24]3[CH:23]4[CH:18]([CH2:19][CH2:20][CH2:21][CH2:22]4)[CH:17]4[CH:25]3[CH2:13][CH2:14][CH2:15][CH2:16]4)=[O:27])[CH:12]=[CH:11][CH:10]=2)[CH:5]=[CH:6][CH:7]=1. (3) Given the reactants S(Cl)([Cl:3])=O.[N+:5]([C:8]1[CH:9]=[C:10]([CH:14](O)[CH3:15])[CH:11]=[CH:12][CH:13]=1)([O-:7])=[O:6], predict the reaction product. The product is: [Cl:3][CH:14]([C:10]1[CH:11]=[CH:12][CH:13]=[C:8]([N+:5]([O-:7])=[O:6])[CH:9]=1)[CH3:15]. (4) Given the reactants [C:1]1([CH2:7][O:8][C:9]2[CH:19]=[CH:18][C:12]3[CH2:13][CH2:14][NH:15][CH2:16][CH2:17][C:11]=3[CH:10]=2)[CH:6]=[CH:5][CH:4]=[CH:3][CH:2]=1.[CH3:20][CH:21]([CH3:24])[CH:22]=O, predict the reaction product. The product is: [CH3:20][CH:21]([CH3:24])[CH2:22][N:15]1[CH2:14][CH2:13][C:12]2[CH:18]=[CH:19][C:9]([O:8][CH2:7][C:1]3[CH:2]=[CH:3][CH:4]=[CH:5][CH:6]=3)=[CH:10][C:11]=2[CH2:17][CH2:16]1. (5) Given the reactants [N+:1]([C:4]1[CH:5]=[C:6]([CH2:14][OH:15])[CH:7]=[C:8]([C:10]([F:13])([F:12])[F:11])[CH:9]=1)([O-])=O.Cl.O.O.Cl[Sn]Cl, predict the reaction product. The product is: [NH2:1][C:4]1[CH:5]=[C:6]([CH2:14][OH:15])[CH:7]=[C:8]([C:10]([F:11])([F:12])[F:13])[CH:9]=1.